Dataset: Forward reaction prediction with 1.9M reactions from USPTO patents (1976-2016). Task: Predict the product of the given reaction. Given the reactants [CH3:1][O:2][C:3]1[CH:8]=[C:7]([O:9][CH3:10])[C:6]([CH:11]([CH3:13])[CH3:12])=[CH:5][C:4]=1[C:14]1[N:15]([C:20]2[CH:21]=[C:22]3[C:26](=[CH:27][CH:28]=2)[N:25]([CH3:29])[CH:24]=[CH:23]3)[C:16]([NH2:19])=[N:17][N:18]=1.Br[C:31]1[CH:32]=[C:33]2[C:38](=[CH:39][CH:40]=1)[N:37]=[CH:36][CH:35]=[CH:34]2.C(=O)([O-])[O-].[Cs+].[Cs+].CC1(C)C2C(=C(P(C3C=CC=CC=3)C3C=CC=CC=3)C=CC=2)OC2C(P(C3C=CC=CC=3)C3C=CC=CC=3)=CC=CC1=2, predict the reaction product. The product is: [CH:11]([C:6]1[C:7]([O:9][CH3:10])=[CH:8][C:3]([O:2][CH3:1])=[C:4]([C:14]2[N:15]([C:20]3[CH:21]=[C:22]4[C:26](=[CH:27][CH:28]=3)[N:25]([CH3:29])[CH:24]=[CH:23]4)[C:16]([NH:19][C:31]3[CH:32]=[C:33]4[C:38](=[CH:39][CH:40]=3)[N:37]=[CH:36][CH:35]=[CH:34]4)=[N:17][N:18]=2)[CH:5]=1)([CH3:13])[CH3:12].